This data is from Reaction yield outcomes from USPTO patents with 853,638 reactions. The task is: Predict the reaction yield, written as a fraction of the theoretical maximum amount of product (1.0 means a 100% yield; for example, 0.34 means a 34% yield). (1) The reactants are C(O[C:4]([C:6]1[C:7](=[O:24])[N:8]([CH2:18][CH2:19][C:20]([CH3:23])([CH3:22])[CH3:21])[N:9]=[C:10]([C:13]2[S:14][CH:15]=[CH:16][CH:17]=2)[C:11]=1[OH:12])=O)C.[NH2:25][C:26]1[CH:31]=[CH:30][C:29]([N+:32]([O-:34])=[O:33])=[CH:28][C:27]=1[S:35]([NH2:38])(=[O:37])=[O:36].C1CCN2C(=NCCC2)CC1. The catalyst is N1C=CC=CC=1. The product is [CH3:23][C:20]([CH3:21])([CH3:22])[CH2:19][CH2:18][N:8]1[C:7](=[O:24])[C:6]([C:4]2[NH:25][C:26]3[CH:31]=[CH:30][C:29]([N+:32]([O-:34])=[O:33])=[CH:28][C:27]=3[S:35](=[O:37])(=[O:36])[N:38]=2)=[C:11]([OH:12])[C:10]([C:13]2[S:14][CH:15]=[CH:16][CH:17]=2)=[N:9]1. The yield is 0.200. (2) The product is [C:12]([O:16][C:17](=[O:26])[NH:18][C:19]1[CH:24]=[CH:23][CH:22]=[C:21]([C:6]2[CH:7]=[CH:8][C:3]([C:1]#[N:2])=[CH:4][CH:5]=2)[N:20]=1)([CH3:15])([CH3:14])[CH3:13]. The catalyst is CN(C=O)C.O.C1C=CC([P]([Pd]([P](C2C=CC=CC=2)(C2C=CC=CC=2)C2C=CC=CC=2)([P](C2C=CC=CC=2)(C2C=CC=CC=2)C2C=CC=CC=2)[P](C2C=CC=CC=2)(C2C=CC=CC=2)C2C=CC=CC=2)(C2C=CC=CC=2)C2C=CC=CC=2)=CC=1. The yield is 0.600. The reactants are [C:1]([C:3]1[CH:8]=[CH:7][C:6](B(O)O)=[CH:5][CH:4]=1)#[N:2].[C:12]([O:16][C:17](=[O:26])[NH:18][C:19]1[CH:24]=[CH:23][CH:22]=[C:21](Br)[N:20]=1)([CH3:15])([CH3:14])[CH3:13].C([O-])([O-])=O.[K+].[K+]. (3) The reactants are Br[C:2]1[CH:7]=[CH:6][C:5]([NH:8][C:9]([NH:11][C:12]2[CH:17]=[CH:16][C:15]([C:18]([N:20]3[CH2:25][CH2:24][N:23]([CH3:26])[CH2:22][CH2:21]3)=[O:19])=[CH:14][CH:13]=2)=[O:10])=[CH:4][CH:3]=1.[B:27]1([B:27]2[O:31][C:30]([CH3:33])([CH3:32])[C:29]([CH3:35])([CH3:34])[O:28]2)[O:31][C:30]([CH3:33])([CH3:32])[C:29]([CH3:35])([CH3:34])[O:28]1.CC([O-])=O.[K+].C(Cl)Cl. The catalyst is O1CCOCC1.C1C=CC(P(C2C=CC=CC=2)[C-]2C=CC=C2)=CC=1.C1C=CC(P(C2C=CC=CC=2)[C-]2C=CC=C2)=CC=1.Cl[Pd]Cl.[Fe+2]. The product is [CH3:26][N:23]1[CH2:24][CH2:25][N:20]([C:18]([C:15]2[CH:16]=[CH:17][C:12]([NH:11][C:9]([NH:8][C:5]3[CH:6]=[CH:7][C:2]([B:27]4[O:31][C:30]([CH3:33])([CH3:32])[C:29]([CH3:35])([CH3:34])[O:28]4)=[CH:3][CH:4]=3)=[O:10])=[CH:13][CH:14]=2)=[O:19])[CH2:21][CH2:22]1. The yield is 0.320. (4) The reactants are C[O:2][C:3]([C:5]1[C:13]2[S:12][C:11]([NH:14][C:15]([NH:17][CH2:18][CH3:19])=[O:16])=[N:10][C:9]=2[CH:8]=[C:7]([C:20]2[CH:21]=[N:22][CH:23]=[CH:24][CH:25]=2)[CH:6]=1)=O.O.[NH2:27][NH2:28]. The catalyst is CO.O. The product is [CH2:18]([NH:17][C:15]([NH:14][C:11]1[S:12][C:13]2[C:5]([C:3]([NH:27][NH2:28])=[O:2])=[CH:6][C:7]([C:20]3[CH:21]=[N:22][CH:23]=[CH:24][CH:25]=3)=[CH:8][C:9]=2[N:10]=1)=[O:16])[CH3:19]. The yield is 0.980. (5) The reactants are [N:1]([CH:4]1[CH2:9][C:8]([CH3:11])([CH3:10])[CH2:7][C:6]([CH3:12])=[CH:5]1)=[N+]=[N-].[ClH:13].C(C1(N)CC(C)(C)CC(C)(C)C1)C=C. No catalyst specified. The product is [ClH:13].[CH3:12][C:6]1[CH2:7][C:8]([CH3:11])([CH3:10])[CH2:9][CH:4]([NH2:1])[CH:5]=1. The yield is 0.570. (6) The reactants are [NH2:1][C@@H:2]([CH2:25][CH2:26][C:27]([O:29][C:30]([CH3:33])([CH3:32])[CH3:31])=[O:28])[C:3]([NH:5][C@@H:6]([CH2:14][CH2:15][C:16]([O:18][CH2:19][CH2:20][Si:21]([CH3:24])([CH3:23])[CH3:22])=[O:17])[C:7]([O:9][C:10]([CH3:13])([CH3:12])[CH3:11])=[O:8])=[O:4].C(N(C(C)C)CC)(C)C.[Br:43][CH2:44][C:45](Br)=[O:46].CO. The catalyst is O1CCCC1. The product is [C:30]([O:29][C:27]([CH2:26][CH2:25][C@H:2]([NH:1][C:45](=[O:46])[CH2:44][Br:43])[C:3]([NH:5][C@@H:6]([CH2:14][CH2:15][C:16]([O:18][CH2:19][CH2:20][Si:21]([CH3:23])([CH3:22])[CH3:24])=[O:17])[C:7]([O:9][C:10]([CH3:13])([CH3:12])[CH3:11])=[O:8])=[O:4])=[O:28])([CH3:33])([CH3:32])[CH3:31]. The yield is 0.780. (7) The reactants are Cl[C:2]1[CH:7]=[C:6]([CH2:8][O:9][Si:10]([C:13]([CH3:16])([CH3:15])[CH3:14])([CH3:12])[CH3:11])[CH:5]=[C:4]([O:17][CH3:18])[N:3]=1.C1(C(N)C2CCCCC2)CCCCC1.[C:33]([O:37][CH2:38][CH2:39][CH2:40][CH3:41])(=[O:36])[CH:34]=[CH2:35].O. The catalyst is O1CCOCC1.CC(C)([P](C(C)(C)C)([Pd][P](C(C)(C)C)(C(C)(C)C)C(C)(C)C)C(C)(C)C)C.C1C=CC(/C=C/C(/C=C/C2C=CC=CC=2)=O)=CC=1.C1C=CC(/C=C/C(/C=C/C2C=CC=CC=2)=O)=CC=1.C1C=CC(/C=C/C(/C=C/C2C=CC=CC=2)=O)=CC=1.[Pd].[Pd]. The product is [CH3:14][C:13]([Si:10]([CH3:12])([CH3:11])[O:9][CH2:8][C:6]1[CH:5]=[C:4]([O:17][CH3:18])[N:3]=[C:2](/[CH:35]=[CH:34]/[C:33]([O:37][CH2:38][CH2:39][CH2:40][CH3:41])=[O:36])[CH:7]=1)([CH3:16])[CH3:15]. The yield is 0.680. (8) The reactants are [F:1][C:2]1[CH:10]=[CH:9][CH:8]=[C:7]2[C:3]=1[C:4]([CH2:12][NH:13][CH3:14])=[CH:5][N:6]2[CH3:11].CNCC1C2C=CC=CC=2N2CCCC=12.[NH2:30][C:31]1[N:36]=[CH:35][C:34](/[CH:37]=[CH:38]/[C:39]([OH:41])=O)=[CH:33][CH:32]=1.Cl.O=C1NC2N=CC(/C=C/C(O)=O)=CC=2CC1. No catalyst specified. The product is [NH2:30][C:31]1[N:36]=[CH:35][C:34](/[CH:37]=[CH:38]/[C:39]([N:13]([CH2:12][C:4]2[C:3]3[C:7](=[CH:8][CH:9]=[CH:10][C:2]=3[F:1])[N:6]([CH3:11])[CH:5]=2)[CH3:14])=[O:41])=[CH:33][CH:32]=1. The yield is 0.370. (9) The reactants are Cl[C:2]1[C:11]2[C:6](=[C:7]([I:13])[C:8]([CH3:12])=[CH:9][CH:10]=2)[N:5]=[C:4]([CH3:14])[N:3]=1.[F:15][C:16]([F:26])([F:25])[O:17][C:18]1[CH:19]=[C:20]([NH2:24])[CH:21]=[CH:22][CH:23]=1. The catalyst is CC(O)C. The product is [I:13][C:7]1[C:8]([CH3:12])=[CH:9][CH:10]=[C:11]2[C:6]=1[N:5]=[C:4]([CH3:14])[N:3]=[C:2]2[NH:24][C:20]1[CH:21]=[CH:22][CH:23]=[C:18]([O:17][C:16]([F:15])([F:25])[F:26])[CH:19]=1. The yield is 0.740. (10) The reactants are [Si:1]([O:8][C@@H:9]1[C@@H:13]([CH2:14][O:15][Si](C(C)(C)C)(C)C)[O:12][C@@H:11]([N:23]2[C:27]3[N:28]=[CH:29][N:30]=[C:31]([NH:32][C:33](=[O:40])[C:34]4[CH:39]=[CH:38][CH:37]=[CH:36][CH:35]=4)[C:26]=3[CH:25]=[CH:24]2)[CH2:10]1)([C:4]([CH3:7])([CH3:6])[CH3:5])([CH3:3])[CH3:2]. The catalyst is C1COCC1.N1C=CC=CC=1.N1C=CC=CC=1. The product is [Si:1]([O:8][C@@H:9]1[C@@H:13]([CH2:14][OH:15])[O:12][C@@H:11]([N:23]2[C:27]3[N:28]=[CH:29][N:30]=[C:31]([NH:32][C:33](=[O:40])[C:34]4[CH:35]=[CH:36][CH:37]=[CH:38][CH:39]=4)[C:26]=3[CH:25]=[CH:24]2)[CH2:10]1)([C:4]([CH3:5])([CH3:6])[CH3:7])([CH3:2])[CH3:3]. The yield is 0.310.